Dataset: Full USPTO retrosynthesis dataset with 1.9M reactions from patents (1976-2016). Task: Predict the reactants needed to synthesize the given product. (1) Given the product [CH3:50][C:45]1[CH:44]=[C:43]([NH:15][N:14]=[C:1]([C:8]2[CH:9]=[CH:10][CH:11]=[CH:12][CH:13]=2)[C:2]2[CH:7]=[CH:6][CH:5]=[CH:4][CH:3]=2)[CH:48]=[C:47]([CH3:49])[CH:46]=1, predict the reactants needed to synthesize it. The reactants are: [C:1](=[N:14][NH2:15])([C:8]1[CH:13]=[CH:12][CH:11]=[CH:10][CH:9]=1)[C:2]1[CH:7]=[CH:6][CH:5]=[CH:4][CH:3]=1.CC(C)([O-])C.[Na+].[C@@H]1(N)CCCC[C@H]1N.CCCCCCCCCCCC.I[C:43]1[CH:44]=[C:45]([CH3:50])[CH:46]=[C:47]([CH3:49])[CH:48]=1. (2) The reactants are: [N+:1](CCC)([O-:3])=[O:2].[CH2:7]1[CH2:17][CH2:16]N2[C:10](=NCCC2)[CH2:9][CH2:8]1.C(=[O:21])CC. Given the product [OH:21][CH:7]([CH2:17][CH3:16])[CH:8]([N+:1]([O-:3])=[O:2])[CH2:9][CH3:10], predict the reactants needed to synthesize it. (3) Given the product [Br-:1].[C:22]1([P+:15]([C:9]2[CH:10]=[CH:11][CH:12]=[CH:13][CH:14]=2)([C:16]2[CH:21]=[CH:20][CH:19]=[CH:18][CH:17]=2)[CH2:2][CH2:3][CH2:4][C:5]([F:8])([F:7])[F:6])[CH:23]=[CH:24][CH:25]=[CH:26][CH:27]=1, predict the reactants needed to synthesize it. The reactants are: [Br:1][CH2:2][CH2:3][CH2:4][C:5]([F:8])([F:7])[F:6].[C:9]1([P:15]([C:22]2[CH:27]=[CH:26][CH:25]=[CH:24][CH:23]=2)[C:16]2[CH:21]=[CH:20][CH:19]=[CH:18][CH:17]=2)[CH:14]=[CH:13][CH:12]=[CH:11][CH:10]=1.C(#N)C.C(OCC)C. (4) Given the product [Br:9][C:10]1[CH:11]=[C:12]([CH:13]2[CH2:18][C:19]([CH3:21])([CH3:20])[C:6]3[C:5](=[CH:4][CH:3]=[C:2]([Cl:1])[CH:7]=3)[NH:8]2)[CH:15]=[CH:16][CH:17]=1, predict the reactants needed to synthesize it. The reactants are: [Cl:1][C:2]1[CH:7]=[CH:6][C:5]([NH2:8])=[CH:4][CH:3]=1.[Br:9][C:10]1[CH:11]=[C:12]([CH:15]=[CH:16][CH:17]=1)[CH:13]=O.[CH2:18]=[C:19]([CH3:21])[CH3:20].FC(F)(F)S([O-])(=O)=O.[Yb+3].FC(F)(F)S([O-])(=O)=O.FC(F)(F)S([O-])(=O)=O.